Dataset: Forward reaction prediction with 1.9M reactions from USPTO patents (1976-2016). Task: Predict the product of the given reaction. (1) Given the reactants Cl.Cl.[NH2:3][CH2:4][CH2:5][N:6]1[CH2:11][CH2:10][C:9](=[C:12]2[C:18]3[CH:19]=[CH:20][CH:21]=[CH:22][C:17]=3[CH:16]=[CH:15][C:14]3[CH:23]=[CH:24][CH:25]=[CH:26][C:13]2=3)[CH2:8][CH2:7]1.[C:27]([O:31][C:32]([N:34]1[CH2:42][CH2:41][CH:37]([C:38](O)=[O:39])[CH2:36][CH2:35]1)=[O:33])([CH3:30])([CH3:29])[CH3:28].C(N(CC)CC)C.Cl.C(N=C=NCCCN(C)C)C, predict the reaction product. The product is: [C:27]([O:31][C:32]([N:34]1[CH2:42][CH2:41][CH:37]([C:38]([NH:3][CH2:4][CH2:5][N:6]2[CH2:11][CH2:10][C:9](=[C:12]3[C:18]4[CH:19]=[CH:20][CH:21]=[CH:22][C:17]=4[CH:16]=[CH:15][C:14]4[CH:23]=[CH:24][CH:25]=[CH:26][C:13]3=4)[CH2:8][CH2:7]2)=[O:39])[CH2:36][CH2:35]1)=[O:33])([CH3:30])([CH3:28])[CH3:29]. (2) The product is: [CH3:27][C:13]1[C:12]2=[C:7]([OH:6])[CH:8]=[CH:9][CH:10]=[C:11]2[O:15][C:14]=1[CH2:16][C:17]1[CH:22]=[CH:21][CH:20]=[C:19]([C:23]([F:26])([F:24])[F:25])[CH:18]=1. Given the reactants B(Br)(Br)Br.C[O:6][C:7]1[C:12]2[C:13]([CH3:27])=[C:14]([CH2:16][C:17]3[CH:22]=[CH:21][CH:20]=[C:19]([C:23]([F:26])([F:25])[F:24])[CH:18]=3)[O:15][C:11]=2[CH:10]=[CH:9][CH:8]=1.C(=O)(O)[O-].[Na+], predict the reaction product.